Predict which catalyst facilitates the given reaction. From a dataset of Catalyst prediction with 721,799 reactions and 888 catalyst types from USPTO. (1) Reactant: [C:1]([Si:5]([CH3:36])([CH3:35])[O:6][CH:7]([CH2:11][CH2:12][CH:13]1[CH:22]([S:23]([C:26]2[CH:31]=[CH:30][C:29]([Cl:32])=[CH:28][CH:27]=2)(=[O:25])=[O:24])[C:21]2[C:16](=[C:17]([F:34])[CH:18]=[CH:19][C:20]=2[F:33])[O:15][CH2:14]1)[CH2:8][CH2:9]O)([CH3:4])([CH3:3])[CH3:2].CCN(CC)CC.CS(Cl)(=O)=O.CC([O-])(C)C.[K+]. Product: [C:1]([Si:5]([O:6][CH:7]1[CH2:11][CH2:12][CH:13]2[CH2:14][O:15][C:16]3[C:21]([C:22]2([S:23]([C:26]2[CH:27]=[CH:28][C:29]([Cl:32])=[CH:30][CH:31]=2)(=[O:24])=[O:25])[CH2:9][CH2:8]1)=[C:20]([F:33])[CH:19]=[CH:18][C:17]=3[F:34])([CH3:36])[CH3:35])([CH3:2])([CH3:4])[CH3:3]. The catalyst class is: 168. (2) Reactant: [N:1]1[CH:6]=[CH:5][CH:4]=[CH:3][C:2]=1[CH:7]=[O:8].[CH3:9][O:10][C:11](=[O:31])[CH2:12][CH2:13][C:14]1[CH:19]=[CH:18][C:17]([O:20][CH2:21][CH2:22][C@@H:23]([O:25]S(C)(=O)=O)[CH3:24])=[CH:16][C:15]=1[CH3:30].C([O-])([O-])=O.[Cs+].[Cs+].Cl. Product: [CH3:9][O:10][C:11](=[O:31])[CH2:12][CH2:13][C:14]1[CH:19]=[CH:18][C:17]([O:20][CH2:21][CH2:22][C@H:23]([O:25][C:17]2[CH:18]=[CH:19][C:14]([CH2:13][CH3:12])=[CH:15][C:16]=2[C:7]([C:2]2[CH:3]=[CH:4][CH:5]=[CH:6][N:1]=2)=[O:8])[CH3:24])=[CH:16][C:15]=1[CH3:30]. The catalyst class is: 18. (3) Reactant: [CH2:1]([O:4][C:5]1([CH3:46])[CH2:10][CH2:9][N:8]([C:11]2[N:16]3[N:17]=[C:18]([CH2:20][O:21][CH2:22][C:23]4[CH:28]=[CH:27][C:26]([F:29])=[CH:25][C:24]=4[CH2:30][CH2:31]C=C)[CH:19]=[C:15]3[N:14]=[C:13]([CH3:34])[C:12]=2[C@H:35]([O:41][C:42]([CH3:45])([CH3:44])[CH3:43])[C:36]([O:38][CH2:39][CH3:40])=[O:37])[CH2:7][CH2:6]1)[CH:2]=[CH2:3].[BH4-].[Na+]. Product: [C:42]([O:41][C@@H:35]([C:12]1[C:13]([CH3:34])=[N:14][C:15]2=[CH:19][C:18]3=[N:17][N:16]2[C:11]=1[N:8]1[CH2:9][CH2:10][C:5]([CH3:46])([O:4][CH2:1][CH2:2][CH2:3][CH2:31][CH2:30][C:24]2[CH:25]=[C:26]([F:29])[CH:27]=[CH:28][C:23]=2[CH2:22][O:21][CH2:20]3)[CH2:6][CH2:7]1)[C:36]([O:38][CH2:39][CH3:40])=[O:37])([CH3:44])([CH3:45])[CH3:43]. The catalyst class is: 34. (4) Reactant: [CH2:1]([C:3]1[C:8](N2CCOCC2=O)=[CH:7][CH:6]=[CH:5][C:4]=1[S:16]([NH:19][C@H:20]([C:31]([N:33]1[CH2:38][CH2:37][O:36][C@H:35](C)[CH2:34]1)=[O:32])[CH2:21][NH:22][C:23]([C:25]1[S:26][C:27]([Cl:30])=[CH:28][CH:29]=1)=[O:24])(=[O:18])=[O:17])[CH3:2].[CH3:40]CN(C(C)C)C(C)C.C(C1C([C:57]2[CH:62]=[CH:61][CH:60]=[CH:59][N:58]=2)=CC=CC=1S(Cl)(=O)=O)C. Product: [ClH:30].[CH2:1]([C:3]1[C:8]([C:57]2[CH:62]=[CH:61][CH:60]=[CH:59][N:58]=2)=[CH:7][CH:6]=[CH:5][C:4]=1[S:16]([NH:19][C@H:20]([C:31]([N:33]1[CH2:38][CH2:37][O:36][CH2:35][C@@H:34]1[CH3:40])=[O:32])[CH2:21][NH:22][C:23]([C:25]1[S:26][C:27]([Cl:30])=[CH:28][CH:29]=1)=[O:24])(=[O:17])=[O:18])[CH3:2]. The catalyst class is: 2. (5) Reactant: [NH:1]1[CH:8]=[CH:7][C:5](=[O:6])[NH:4][C:2]1=[O:3].C(O[C@@H:18]1[O:40][C@H:39]([CH2:41][O:42][C:43](=[O:50])[C:44]2[CH:49]=[CH:48][CH:47]=[CH:46][CH:45]=2)[C@@H:29]([O:30][C:31](=[O:38])[C:32]2[CH:37]=[CH:36][CH:35]=[CH:34][CH:33]=2)[C@@:19]1([CH3:51])[O:20][C:21](=[O:28])[C:22]1[CH:27]=[CH:26][CH:25]=[CH:24][CH:23]=1)(=O)C1C=CC=CC=1.C([O-])(O)=O.[Na+]. Product: [C:21]([O:20][C@:19]1([CH3:51])[C@H:29]([O:30][C:31](=[O:38])[C:32]2[CH:37]=[CH:36][CH:35]=[CH:34][CH:33]=2)[C@@H:39]([CH2:41][O:42][C:43](=[O:50])[C:44]2[CH:45]=[CH:46][CH:47]=[CH:48][CH:49]=2)[O:40][C@H:18]1[N:1]1[CH:8]=[CH:7][C:5](=[O:6])[NH:4][C:2]1=[O:3])(=[O:28])[C:22]1[CH:27]=[CH:26][CH:25]=[CH:24][CH:23]=1. The catalyst class is: 290.